From a dataset of Reaction yield outcomes from USPTO patents with 853,638 reactions. Predict the reaction yield, written as a fraction of the theoretical maximum amount of product (1.0 means a 100% yield; for example, 0.34 means a 34% yield). (1) The reactants are [CH3:1][O:2][C:3]([C@@H:5]([N:13]1[CH2:21][C:17]2[CH:18]=[CH:19][S:20][C:16]=2[CH2:15][CH2:14]1)[C:6]1[CH:7]=[CH:8][CH:9]=[CH:10][C:11]=1[Cl:12])=[O:4].[S:22](=[O:26])(=[O:25])([OH:24])[OH:23]. The catalyst is C(O)(C)C. The product is [CH3:1][O:2][C:3]([C@@H:5]([N:13]1[CH2:21][C:17]2[CH:18]=[CH:19][S:20][C:16]=2[CH2:15][CH2:14]1)[C:6]1[C:11]([Cl:12])=[CH:10][CH:9]=[CH:8][CH:7]=1)=[O:4].[OH:25][S:22]([OH:26])(=[O:24])=[O:23]. The yield is 0.330. (2) The reactants are Cl.CN(C)CCCN=C=NCC.[OH:13][C:14]([CH3:19])([CH3:18])[C:15](O)=[O:16].[C:20]([C:24]1[O:28][C:27]([C:29]2[C:30]([NH2:47])=[N:31][CH:32]=[C:33]([C:35]3[N:39]([CH3:40])[N:38]=[C:37]([CH:41]4[CH2:46][CH2:45][NH:44][CH2:43][CH2:42]4)[N:36]=3)[N:34]=2)=[N:26][N:25]=1)([CH3:23])([CH3:22])[CH3:21].OC1C=CC=C[N+]=1[O-].N1C=CC=CC=1. The catalyst is CN1C(=O)CCC1. The product is [NH2:47][C:30]1[N:31]=[CH:32][C:33]([C:35]2[N:39]([CH3:40])[N:38]=[C:37]([CH:41]3[CH2:46][CH2:45][N:44]([C:15](=[O:16])[C:14]([OH:13])([CH3:19])[CH3:18])[CH2:43][CH2:42]3)[N:36]=2)=[N:34][C:29]=1[C:27]1[O:28][C:24]([C:20]([CH3:23])([CH3:21])[CH3:22])=[N:25][N:26]=1. The yield is 0.580.